Task: Predict the product of the given reaction.. Dataset: Forward reaction prediction with 1.9M reactions from USPTO patents (1976-2016) (1) Given the reactants [OH:1][C:2]1[C:7]2[O:8][C:9]([C:17]3[CH:22]=[CH:21][CH:20]=[CH:19][CH:18]=3)([C:11]3[CH:16]=[CH:15][CH:14]=[CH:13][CH:12]=3)[O:10][C:6]=2[CH:5]=[C:4]([C:23]([OH:25])=O)[CH:3]=1.S(Cl)([Cl:28])=O, predict the reaction product. The product is: [OH:1][C:2]1[C:7]2[O:8][C:9]([C:17]3[CH:22]=[CH:21][CH:20]=[CH:19][CH:18]=3)([C:11]3[CH:16]=[CH:15][CH:14]=[CH:13][CH:12]=3)[O:10][C:6]=2[CH:5]=[C:4]([C:23]([Cl:28])=[O:25])[CH:3]=1. (2) Given the reactants C(=O)([O-])[O-].[Na+].[Na+].[CH3:7][O:8][C:9](=[O:42])[NH:10][C@H:11]([C:15]([N:17]1[CH2:21][CH2:20][CH2:19][C@H:18]1[C:22]1[NH:23][CH:24]=[C:25]([C:27]2[CH:32]=[CH:31][C:30](B3OC(C)(C)C(C)(C)O3)=[CH:29][CH:28]=2)[N:26]=1)=[O:16])[CH:12]([CH3:14])[CH3:13].Br[C:44]1[CH:50]=[CH:49][C:47]([NH2:48])=[CH:46][C:45]=1[Cl:51], predict the reaction product. The product is: [CH3:7][O:8][C:9](=[O:42])[NH:10][C@H:11]([C:15]([N:17]1[CH2:21][CH2:20][CH2:19][C@H:18]1[C:22]1[NH:23][CH:24]=[C:25]([C:27]2[CH:28]=[CH:29][C:30]([C:44]3[CH:50]=[CH:49][C:47]([NH2:48])=[CH:46][C:45]=3[Cl:51])=[CH:31][CH:32]=2)[N:26]=1)=[O:16])[CH:12]([CH3:13])[CH3:14].